From a dataset of Forward reaction prediction with 1.9M reactions from USPTO patents (1976-2016). Predict the product of the given reaction. (1) Given the reactants [F:1][C:2]1[CH:28]=[C:27]([F:29])[CH:26]=[CH:25][C:3]=1[O:4][CH:5]1[CH2:10][CH2:9][N:8]([C:11]2[N:12]=[C:13]3[CH2:24][CH2:23][NH:22][CH2:21][C:14]3=[N:15][C:16]=2[NH:17][CH:18]([CH3:20])[CH3:19])[CH2:7][CH2:6]1.C(N(CC)CC)C.[C:37](Cl)(=[O:40])[O:38][CH3:39], predict the reaction product. The product is: [F:1][C:2]1[CH:28]=[C:27]([F:29])[CH:26]=[CH:25][C:3]=1[O:4][CH:5]1[CH2:6][CH2:7][N:8]([C:11]2[N:12]=[C:13]3[CH2:24][CH2:23][N:22]([C:37]([O:38][CH3:39])=[O:40])[CH2:21][C:14]3=[N:15][C:16]=2[NH:17][CH:18]([CH3:20])[CH3:19])[CH2:9][CH2:10]1. (2) Given the reactants C1([O:7][CH:8]([CH2:13][CH2:14][CH2:15][CH2:16][CH2:17][CH2:18][C:19]2[S:23][CH:22]=[N:21][C:20]=2[CH3:24])[C:9]([O:11][CH3:12])=[O:10])CCCCC1.C1(C)C=CC(S(O)(=O)=O)=CC=1, predict the reaction product. The product is: [OH:7][CH:8]([CH2:13][CH2:14][CH2:15][CH2:16][CH2:17][CH2:18][C:19]1[S:23][CH:22]=[N:21][C:20]=1[CH3:24])[C:9]([O:11][CH3:12])=[O:10]. (3) Given the reactants [C:1]([O:5][C:6]([NH:8][C@:9]([CH3:19])([CH2:12][C:13]1[CH:18]=[CH:17][CH:16]=[CH:15][CH:14]=1)[CH:10]=O)=[O:7])([CH3:4])([CH3:3])[CH3:2].Cl.[NH2:21][OH:22].C(N(CC)CC)C, predict the reaction product. The product is: [C:1]([O:5][C:6]([NH:8][C@:9]([CH3:19])([CH2:12][C:13]1[CH:18]=[CH:17][CH:16]=[CH:15][CH:14]=1)[CH:10]=[N:21][OH:22])=[O:7])([CH3:4])([CH3:3])[CH3:2]. (4) Given the reactants [Br:1][C:2]1[CH:3]=[C:4]2[NH:10][CH:9]=[C:8]([C:11]#[N:12])[C:5]2=[N:6][CH:7]=1.[H-].[Na+].Br[CH2:16][CH:17]1[CH2:22][CH2:21][O:20][CH2:19][CH2:18]1, predict the reaction product. The product is: [Br:1][C:2]1[CH:3]=[C:4]2[N:10]([CH2:16][CH:17]3[CH2:22][CH2:21][O:20][CH2:19][CH2:18]3)[CH:9]=[C:8]([C:11]#[N:12])[C:5]2=[N:6][CH:7]=1.